This data is from Full USPTO retrosynthesis dataset with 1.9M reactions from patents (1976-2016). The task is: Predict the reactants needed to synthesize the given product. Given the product [C:15]([O:19][C:20]([N:22]1[CH2:23][CH2:24][CH:25]([N:28]([CH2:29][CH2:30][CH:31]([CH3:33])[CH3:32])[CH2:39][C:35]2[S:34][CH:38]=[CH:37][N:36]=2)[CH2:26][CH2:27]1)=[O:21])([CH3:18])([CH3:17])[CH3:16], predict the reactants needed to synthesize it. The reactants are: C(O[BH-](OC(=O)C)OC(=O)C)(=O)C.[Na+].[C:15]([O:19][C:20]([N:22]1[CH2:27][CH2:26][CH:25]([NH:28][CH2:29][CH2:30][CH:31]([CH3:33])[CH3:32])[CH2:24][CH2:23]1)=[O:21])([CH3:18])([CH3:17])[CH3:16].[S:34]1[CH:38]=[CH:37][N:36]=[C:35]1[CH:39]=O.ClCCl.